From a dataset of Reaction yield outcomes from USPTO patents with 853,638 reactions. Predict the reaction yield, written as a fraction of the theoretical maximum amount of product (1.0 means a 100% yield; for example, 0.34 means a 34% yield). (1) The reactants are [CH2:1]([O:8][C:9]1[CH:14]=[CH:13][C:12]([N:15]2[C:19](=[O:20])[CH2:18][CH:17]([C:21]([OH:23])=[O:22])[CH2:16]2)=[CH:11][CH:10]=1)[C:2]1[CH:7]=[CH:6][CH:5]=[CH:4][CH:3]=1.S(=O)(=O)(O)O.Cl[CH2:30]Cl. The catalyst is CO. The product is [CH3:30][O:22][C:21]([CH:17]1[CH2:18][C:19](=[O:20])[N:15]([C:12]2[CH:13]=[CH:14][C:9]([O:8][CH2:1][C:2]3[CH:3]=[CH:4][CH:5]=[CH:6][CH:7]=3)=[CH:10][CH:11]=2)[CH2:16]1)=[O:23]. The yield is 0.930. (2) The reactants are C[Si]([N-][Si](C)(C)C)(C)C.[Na+].[C:11](#[N:13])[CH3:12].[CH2:14]([O:21][C:22]1[CH:27]=[CH:26][C:25]([CH2:28][C@H:29]([N:40]([CH2:48][C:49]2[CH:54]=[CH:53][CH:52]=[CH:51][CH:50]=2)[CH2:41][C:42]2[CH:47]=[CH:46][CH:45]=[CH:44][CH:43]=2)[C:30](OCC2C=CC=CC=2)=[O:31])=[CH:24][CH:23]=1)[C:15]1[CH:20]=[CH:19][CH:18]=[CH:17][CH:16]=1.[NH4+].[Cl-]. The catalyst is C1COCC1.O. The product is [CH2:14]([O:21][C:22]1[CH:27]=[CH:26][C:25]([CH2:28][C@H:29]([N:40]([CH2:41][C:42]2[CH:47]=[CH:46][CH:45]=[CH:44][CH:43]=2)[CH2:48][C:49]2[CH:50]=[CH:51][CH:52]=[CH:53][CH:54]=2)[C:30](=[O:31])[CH2:12][C:11]#[N:13])=[CH:24][CH:23]=1)[C:15]1[CH:16]=[CH:17][CH:18]=[CH:19][CH:20]=1. The yield is 0.360.